Task: Predict the reactants needed to synthesize the given product.. Dataset: Full USPTO retrosynthesis dataset with 1.9M reactions from patents (1976-2016) (1) Given the product [Cl:1][C:2]1[CH:3]=[C:4]2[C:5](=[CH:6][CH:7]=1)[NH:8][C:12](=[O:13])[C:11]([CH3:15])=[N:9]2.[Cl:1][C:2]1[CH:3]=[C:4]2[C:5]([N:8]=[C:11]([CH3:15])[C:12](=[O:13])[NH:9]2)=[CH:6][CH:7]=1, predict the reactants needed to synthesize it. The reactants are: [Cl:1][C:2]1[CH:3]=[C:4]([NH2:9])[C:5]([NH2:8])=[CH:6][CH:7]=1.O=[C:11]([CH3:15])[C:12](O)=[O:13]. (2) Given the product [C:19]([CH2:18][CH2:51][C:50]1[CH:49]=[CH:61][CH:60]=[CH:59][C:58]=1[O:33][CH2:32][CH2:31][O:30][CH:18]1[CH:17]([C:14]2[CH:13]=[CH:12][C:11]([O:10][CH2:9][CH2:8][CH2:7][O:6][CH2:5][C:12]3[CH:13]=[CH:14][CH:15]=[CH:16][C:11]=3[O:10][CH3:9])=[CH:16][CH:15]=2)[CH2:22][CH2:21][N:20]([C:23]([O:25][C:26]([CH3:27])([CH3:28])[CH3:29])=[O:24])[CH2:19]1)#[N:20], predict the reactants needed to synthesize it. The reactants are: COC1C=CC=CC=1[CH2:5][O:6][CH2:7][CH2:8][CH2:9][O:10][C:11]1[CH:16]=[CH:15][C:14]([CH:17]2[CH2:22][CH2:21][N:20]([C:23]([O:25][C:26]([CH3:29])([CH3:28])[CH3:27])=[O:24])[CH2:19][CH:18]2[O:30][CH2:31][CH2:32][O:33]S(C2C=CC(C)=CC=2)(=O)=O)=[CH:13][CH:12]=1.O[C:49]1[CH:61]=[CH:60][CH:59]=[CH:58][C:50]=1[C:51](NCCOC)=O. (3) Given the product [CH2:1]([N:8]1[C:16]2[C:11](=[CH:12][C:13]([OH:17])=[CH:14][CH:15]=2)[C:10]([C:18]([OH:20])=[O:19])=[C:9]1[CH:23]([CH3:25])[CH3:24])[C:2]1[CH:3]=[CH:4][CH:5]=[CH:6][CH:7]=1, predict the reactants needed to synthesize it. The reactants are: [CH2:1]([N:8]1[C:16]2[C:11](=[CH:12][C:13]([OH:17])=[CH:14][CH:15]=2)[C:10]([C:18]([O:20]CC)=[O:19])=[C:9]1[CH:23]([CH3:25])[CH3:24])[C:2]1[CH:7]=[CH:6][CH:5]=[CH:4][CH:3]=1.[OH-].[Na+].